From a dataset of Peptide-MHC class II binding affinity with 134,281 pairs from IEDB. Regression. Given a peptide amino acid sequence and an MHC pseudo amino acid sequence, predict their binding affinity value. This is MHC class II binding data. (1) The peptide sequence is LLLAAYVMSGSSADL. The MHC is DRB1_0401 with pseudo-sequence DRB1_0401. The binding affinity (normalized) is 0.510. (2) The peptide sequence is LRTKLMTSRRVLEKE. The MHC is DRB1_0405 with pseudo-sequence DRB1_0405. The binding affinity (normalized) is 0.609. (3) The binding affinity (normalized) is 0.0861. The MHC is HLA-DQA10201-DQB10202 with pseudo-sequence HLA-DQA10201-DQB10202. The peptide sequence is SSKVTITDTTIGTGD. (4) The peptide sequence is YASGKVWGQKYFKGN. The MHC is DRB1_0301 with pseudo-sequence DRB1_0301. The binding affinity (normalized) is 0.